From a dataset of Peptide-MHC class I binding affinity with 185,985 pairs from IEDB/IMGT. Regression. Given a peptide amino acid sequence and an MHC pseudo amino acid sequence, predict their binding affinity value. This is MHC class I binding data. (1) The peptide sequence is MPTDGLVGF. The MHC is HLA-A68:02 with pseudo-sequence HLA-A68:02. The binding affinity (normalized) is 0.0790. (2) The peptide sequence is GDSVLHLAII. The MHC is H-2-Kd with pseudo-sequence H-2-Kd. The binding affinity (normalized) is 0.300.